From a dataset of Retrosynthesis with 50K atom-mapped reactions and 10 reaction types from USPTO. Predict the reactants needed to synthesize the given product. (1) Given the product C[C@@H](CO)Nc1cc(Cl)nc(Cl)n1, predict the reactants needed to synthesize it. The reactants are: C[C@H](N)CO.Clc1cc(Cl)nc(Cl)n1. (2) The reactants are: CC(C)(C)OC(=O)N1CCC(=Cc2ccc([N+](=O)[O-])cc2)CC1. Given the product O=[N+]([O-])c1ccc(C=C2CCNCC2)cc1, predict the reactants needed to synthesize it. (3) Given the product COc1ccc(Cn2c(C)c(-c3ccc4ncnn4c3)n(-c3cccc(C)c3)c2=O)cc1, predict the reactants needed to synthesize it. The reactants are: COc1ccc(CCl)cc1.Cc1cccc(-n2c(-c3ccc4ncnn4c3)c(C)[nH]c2=O)c1. (4) The reactants are: CNc1cccc(C(F)(F)F)c1.O=C(Cl)CCl. Given the product CN(C(=O)CCl)c1cccc(C(F)(F)F)c1, predict the reactants needed to synthesize it. (5) Given the product N#Cc1cc2ccccc2n1-c1ccc(C(=O)O)cc1, predict the reactants needed to synthesize it. The reactants are: CC(C)(C)OC(=O)c1ccc(-n2c(C#N)cc3ccccc32)cc1. (6) Given the product O=C(O)COCCc1ccc(Cl)cc1, predict the reactants needed to synthesize it. The reactants are: O=C(O)CCl.OCCc1ccc(Cl)cc1. (7) Given the product FC(F)(F)c1c[nH]c(-c2ccccc2Nc2nc(Cl)ncc2Cl)n1, predict the reactants needed to synthesize it. The reactants are: Clc1ncc(Cl)c(Cl)n1.Nc1ccccc1-c1nc(C(F)(F)F)c[nH]1. (8) Given the product CC(C)(C)[Si](C)(C)OCC1CN(Cc2ccccc2)CCN1CC(=O)c1ccc2c(N)ncnn12, predict the reactants needed to synthesize it. The reactants are: CC(C)(C)[Si](C)(C)OCC1CN(Cc2ccccc2)CCN1.Nc1ncnn2c(C(=O)CCl)ccc12.